From a dataset of Forward reaction prediction with 1.9M reactions from USPTO patents (1976-2016). Predict the product of the given reaction. (1) Given the reactants Cl[CH:2]([C:15]1[CH:20]=[CH:19][CH:18]=[CH:17][CH:16]=1)[C:3]([C:5]1[C:13]2[C:8](=[CH:9][CH:10]=[CH:11][CH:12]=2)[N:7]([CH3:14])[CH:6]=1)=[O:4].C(N(CC)CC)C.[C:28]([O:31][CH2:32][C:33]1[CH:38]=[C:37]([O:39][CH3:40])[CH:36]=[C:35]([NH2:41])[CH:34]=1)(=[O:30])[CH3:29], predict the reaction product. The product is: [C:28]([O:31][CH2:32][C:33]1[CH:34]=[C:35]([NH:41][CH:2]([C:15]2[CH:20]=[CH:19][CH:18]=[CH:17][CH:16]=2)[C:3]([C:5]2[C:13]3[C:8](=[CH:9][CH:10]=[CH:11][CH:12]=3)[N:7]([CH3:14])[CH:6]=2)=[O:4])[CH:36]=[C:37]([O:39][CH3:40])[CH:38]=1)(=[O:30])[CH3:29]. (2) Given the reactants [Cl:1][C:2]1[CH:10]=[C:9]2[C:5]([C:6]([C:18]([N:20]3[CH2:25][CH2:24][N:23]([C:26]4[CH:31]=[CH:30][CH:29]=[CH:28][C:27]=4[F:32])[CH2:22][CH2:21]3)=[O:19])=[CH:7][N:8]2[CH2:11][CH2:12]CS(N)(=O)=O)=[CH:4][CH:3]=1.[H-].[Na+].CI, predict the reaction product. The product is: [Cl:1][C:2]1[CH:10]=[C:9]2[C:5]([C:6]([C:18]([N:20]3[CH2:25][CH2:24][N:23]([C:26]4[CH:31]=[CH:30][CH:29]=[CH:28][C:27]=4[F:32])[CH2:22][CH2:21]3)=[O:19])=[CH:7][N:8]2[CH2:11][CH2:12][N:20]([CH3:21])[C:18](=[O:19])[CH3:6])=[CH:4][CH:3]=1. (3) Given the reactants [CH:1]([O:4][C:5](=[S:19])[NH:6][C:7]1[CH:12]=[C:11](F)[CH:10]=[C:9]([O:14][C:15]([CH3:18])([CH3:17])[CH3:16])[CH:8]=1)([CH3:3])[CH3:2].[C:20]([Li])([CH3:23])([CH3:22])[CH3:21].CN(C)[CH:27]=[O:28], predict the reaction product. The product is: [C:15]([O:14][C:9]1[CH:10]=[C:11]([CH:27]=[O:28])[C:12]2[S:19][C:5]([O:4][CH:1]([CH3:3])[CH3:2])=[N:6][C:7]=2[CH:8]=1)([CH3:18])([CH3:17])[CH3:16].[C:9]([O:14][CH2:15][CH3:18])(=[O:28])[CH3:8].[CH3:1][CH2:2][CH2:21][CH:20]([CH3:23])[CH3:22]. (4) The product is: [CH3:5][O:6][C:7]1[CH:12]=[CH:11][CH:10]=[CH:9][C:8]=1[C:13]1[CH:21]=[CH:20][CH:19]=[C:18]2[C:14]=1[CH2:15][CH2:16][NH:17]2. Given the reactants C([BH3-])#N.[Na+].[CH3:5][O:6][C:7]1[CH:12]=[CH:11][CH:10]=[CH:9][C:8]=1[C:13]1[CH:21]=[CH:20][CH:19]=[C:18]2[C:14]=1[CH:15]=[CH:16][NH:17]2.[OH-].[Na+].C(OCC)(=O)C, predict the reaction product. (5) Given the reactants [CH3:1][O:2][C:3]1[N:8]=[CH:7][C:6]([CH:9]=O)=[CH:5][CH:4]=1.[C:11]([O:15][C:16]([N:18]1[CH2:23][CH2:22][NH:21][CH2:20][CH2:19]1)=[O:17])([CH3:14])([CH3:13])[CH3:12].C([BH3-])#N.[Na+], predict the reaction product. The product is: [CH3:1][O:2][C:3]1[N:8]=[CH:7][C:6]([CH2:9][N:21]2[CH2:20][CH2:19][N:18]([C:16]([O:15][C:11]([CH3:14])([CH3:13])[CH3:12])=[O:17])[CH2:23][CH2:22]2)=[CH:5][CH:4]=1. (6) The product is: [F:21][C:18]1[CH:19]=[CH:20][C:15]([N:1]2[C:9]3[C:4](=[CH:5][C:6]([C:10]([O:12][CH3:13])=[O:11])=[CH:7][CH:8]=3)[CH:3]=[CH:2]2)=[CH:16][CH:17]=1. Given the reactants [NH:1]1[C:9]2[C:4](=[CH:5][C:6]([C:10]([O:12][CH3:13])=[O:11])=[CH:7][CH:8]=2)[CH:3]=[CH:2]1.Br[C:15]1[CH:20]=[CH:19][C:18]([F:21])=[CH:17][CH:16]=1.C([O-])([O-])=O.[K+].[K+], predict the reaction product. (7) Given the reactants [CH2:1]([N:8]1[C:36]2[C:31](=[CH:32][CH:33]=[CH:34][CH:35]=2)[C:10]([CH2:11][C@@H:12]([C:21]([O:23][CH2:24][C:25]2[CH:30]=[CH:29][CH:28]=[CH:27][CH:26]=2)=[O:22])[NH:13]C(OC(C)(C)C)=O)=[CH:9]1)[C:2]1[CH:7]=[CH:6][CH:5]=[CH:4][CH:3]=1.[ClH:37].O1CCOCC1, predict the reaction product. The product is: [ClH:37].[CH2:1]([N:8]1[C:36]2[C:31](=[CH:32][CH:33]=[CH:34][CH:35]=2)[C:10]([CH2:11][C@@H:12]([C:21]([O:23][CH2:24][C:25]2[CH:30]=[CH:29][CH:28]=[CH:27][CH:26]=2)=[O:22])[NH2:13])=[CH:9]1)[C:2]1[CH:7]=[CH:6][CH:5]=[CH:4][CH:3]=1.